This data is from Reaction yield outcomes from USPTO patents with 853,638 reactions. The task is: Predict the reaction yield, written as a fraction of the theoretical maximum amount of product (1.0 means a 100% yield; for example, 0.34 means a 34% yield). (1) The reactants are [Li+].[CH3:2][CH:3]([N-:5][CH:6]([CH3:8])[CH3:7])[CH3:4].I[C:10]1[CH:16]=[CH:15][C:13]([NH2:14])=[CH:12][CH:11]=1.[C:17]([O-:20])([O-])=O.[K+].[K+]. The catalyst is C1C=CC(P(C2C=CC=CC=2)[C-]2C=CC=C2)=CC=1.C1C=CC(P(C2C=CC=CC=2)[C-]2C=CC=C2)=CC=1.Cl[Pd]Cl.[Fe+2].CN(C=O)C. The product is [NH2:14][C:13]1[CH:15]=[CH:16][C:10]([C:11]2[N:5]([CH:6]3[CH2:8][CH2:7]3)[C:3]3[C:4]([C:12]=2[C:13]#[N:14])=[CH:10][CH:16]=[C:15]([O:20][CH3:17])[CH:2]=3)=[CH:11][CH:12]=1. The yield is 0.750. (2) The reactants are [N:1]1[C:10]2[C:5](=[CH:6][CH:7]=[CH:8][CH:9]=2)[CH:4]=[C:3]([NH2:11])[CH:2]=1.[F:12][C:13]([F:31])([F:30])[C:14]([C:17]1[CH:26]=[CH:25][C:24]2[CH2:23][C@H:22]([C:27](O)=[O:28])[CH2:21][CH2:20][C:19]=2[N:18]=1)([CH3:16])[CH3:15].F[P-](F)(F)(F)(F)F.C[N+](C)=C(N(C)C)ON1C2N=CC=CC=2N=N1.C(N(CC)C(C)C)(C)C.C1C=NC2N(O)N=NC=2C=1. The catalyst is CN1CCCC1=O. The product is [N:1]1[C:10]2[C:5](=[CH:6][CH:7]=[CH:8][CH:9]=2)[CH:4]=[C:3]([NH:11][C:27]([C@@H:22]2[CH2:21][CH2:20][C:19]3[N:18]=[C:17]([C:14]([CH3:16])([CH3:15])[C:13]([F:31])([F:30])[F:12])[CH:26]=[CH:25][C:24]=3[CH2:23]2)=[O:28])[CH:2]=1. The yield is 0.750. (3) The reactants are [CH3:1][C@@H:2]1[N:8]([C:9]2[CH:14]=[CH:13][N:12]=[CH:11][CH:10]=2)[CH2:7][C:6]2[CH:15]=[CH:16][C:17]([C:19]([O:21]C)=O)=[CH:18][C:5]=2[O:4][CH2:3]1.[NH2:23][OH:24].[OH-].[Na+]. The product is [OH:24][NH:23][C:19]([C:17]1[CH:16]=[CH:15][C:6]2[CH2:7][N:8]([C:9]3[CH:14]=[CH:13][N:12]=[CH:11][CH:10]=3)[C@@H:2]([CH3:1])[CH2:3][O:4][C:5]=2[CH:18]=1)=[O:21]. The catalyst is C1COCC1.CO. The yield is 0.460. (4) The reactants are [C:1]([C:3]1[C:7]([C:8]2[CH:13]=[CH:12][C:11]([Cl:14])=[CH:10][C:9]=2[Cl:15])=[C:6]([C:16]2[N:17]([CH2:21][C:22]3[CH:27]=[CH:26][C:25]([F:28])=[CH:24][CH:23]=3)[CH:18]=[CH:19][N:20]=2)[S:5][C:4]=1[C:29]1[CH:34]=[CH:33][N:32]=[C:31]([N:35](CC2C=CC(OC)=CC=2)[C:36](=[O:38])[CH3:37])[CH:30]=1)#[N:2].C(O)(=O)C.FC(F)(F)S(O)(=O)=O.C(Cl)Cl. The catalyst is C(#N)C.O.C(=O)=O.CO.C(Cl)Cl.C1(C)C=CC=CC=1. The product is [C:1]([C:3]1[C:7]([C:8]2[CH:13]=[CH:12][C:11]([Cl:14])=[CH:10][C:9]=2[Cl:15])=[C:6]([C:16]2[N:17]([CH2:21][C:22]3[CH:27]=[CH:26][C:25]([F:28])=[CH:24][CH:23]=3)[CH:18]=[CH:19][N:20]=2)[S:5][C:4]=1[C:29]1[CH:34]=[CH:33][N:32]=[C:31]([NH:35][C:36](=[O:38])[CH3:37])[CH:30]=1)#[N:2]. The yield is 0.441.